This data is from Forward reaction prediction with 1.9M reactions from USPTO patents (1976-2016). The task is: Predict the product of the given reaction. (1) Given the reactants Cl.[O:2]1[C@H:7]2[CH2:8][NH:9][CH2:10][C@H:6]2[O:5][CH2:4][CH2:3]1.CCN(C(C)C)C(C)C.Br[CH2:21]/[CH:22]=[CH:23]/[C:24]([O:26][CH2:27][CH3:28])=[O:25], predict the reaction product. The product is: [O:2]1[C@H:7]2[CH2:8][N:9]([CH2:21]/[CH:22]=[CH:23]/[C:24]([O:26][CH2:27][CH3:28])=[O:25])[CH2:10][C@H:6]2[O:5][CH2:4][CH2:3]1. (2) Given the reactants [NH:1]1[C:9]2[CH:8]=[CH:7][CH:6]=[C:5]([OH:10])[C:4]=2[CH:3]=[CH:2]1.[Cl:11][C:12]1[CH:17]=[C:16]([N+:18]([O-:20])=[O:19])[CH:15]=[CH:14][C:13]=1F.C(=O)([O-])[O-].[K+].[K+], predict the reaction product. The product is: [Cl:11][C:12]1[CH:17]=[C:16]([N+:18]([O-:20])=[O:19])[CH:15]=[CH:14][C:13]=1[O:10][C:5]1[CH:6]=[CH:7][CH:8]=[C:9]2[C:4]=1[CH:3]=[CH:2][NH:1]2. (3) Given the reactants CS(O[C:6]1[N:11]=[C:10]2[C:12]([Cl:16])=[N:13][CH:14]=[CH:15][C:9]2=[N:8][C:7]=1[CH3:17])(=O)=O.O1CCOCC1.[ClH:24], predict the reaction product. The product is: [Cl:24][C:6]1[N:11]=[C:10]2[C:12]([Cl:16])=[N:13][CH:14]=[CH:15][C:9]2=[N:8][C:7]=1[CH3:17]. (4) Given the reactants [F:1][C:2]([F:18])([F:17])[C:3]1[CH:8]=[CH:7][C:6]([C:9]2[S:13][C:12]([C:14](=[O:16])[CH3:15])=[CH:11][CH:10]=2)=[CH:5][CH:4]=1.[OH:19][C:20]1[CH:27]=[CH:26][C:23]([CH:24]=O)=[CH:22][C:21]=1[CH3:28], predict the reaction product. The product is: [OH:19][C:20]1[CH:27]=[CH:26][C:23]([CH:24]=[CH:15][C:14]([C:12]2[S:13][C:9]([C:6]3[CH:5]=[CH:4][C:3]([C:2]([F:17])([F:1])[F:18])=[CH:8][CH:7]=3)=[CH:10][CH:11]=2)=[O:16])=[CH:22][C:21]=1[CH3:28]. (5) Given the reactants Br[C:2]1[CH:7]=[CH:6][N:5]=[C:4]([N+:8]([O-:10])=[O:9])[CH:3]=1.C(=O)([O-])[O-].[K+].[K+].[NH:17]1[CH2:22][CH2:21][NH:20][CH2:19][CH2:18]1, predict the reaction product. The product is: [N+:8]([C:4]1[N:5]=[CH:6][C:7]([N:17]2[CH2:22][CH2:21][NH:20][CH2:19][CH2:18]2)=[CH:2][CH:3]=1)([O-:10])=[O:9].